From a dataset of Catalyst prediction with 721,799 reactions and 888 catalyst types from USPTO. Predict which catalyst facilitates the given reaction. (1) Reactant: [Cl:1][C:2]1[C:3]([F:20])=[C:4]([C:13]2[N:18]=[CH:17][N:16]=[C:15]([OH:19])[CH:14]=2)[C:5]([N:8]2[CH:12]=[CH:11][N:10]=[N:9]2)=[CH:6][CH:7]=1.CN(C(ON1N=NC2C=CC=NC1=2)=[N+](C)C)C.F[P-](F)(F)(F)(F)F.C1CCN2C(=NCCC2)CC1.Cl.N[C@@H:58]1[C:74]2[CH:75]=[C:70]([CH:71]=[CH:72][CH:73]=2)[C:69]2[N:68]([CH3:76])[N:67]=[CH:66][C:65]=2[NH:64][C:63](=[O:77])[C@H:62]([CH3:78])[CH2:61][CH2:60][CH2:59]1. Product: [Cl:1][C:2]1[C:3]([F:20])=[C:4]([C:13]2[N:18]=[CH:17][N:16]([C@@H:58]3[C:74]4[CH:75]=[C:70]([CH:71]=[CH:72][CH:73]=4)[C:69]4[N:68]([CH3:76])[N:67]=[CH:66][C:65]=4[NH:64][C:63](=[O:77])[C@H:62]([CH3:78])[CH2:61][CH2:60][CH2:59]3)[C:15](=[O:19])[CH:14]=2)[C:5]([N:8]2[CH:12]=[CH:11][N:10]=[N:9]2)=[CH:6][CH:7]=1. The catalyst class is: 444. (2) Product: [CH3:12][O:13][CH2:14][CH2:15][CH2:16][N:17]1[C:22]2[CH:23]=[C:24]([CH2:27][O:28][C@@H:29]3[C@@H:34]([C:35]4[CH:36]=[CH:37][C:38]([CH2:41][OH:42])=[CH:39][CH:40]=4)[C@H:33]([O:43][Si:44]([CH:51]([CH3:53])[CH3:52])([CH:48]([CH3:50])[CH3:49])[CH:45]([CH3:46])[CH3:47])[CH2:32][N:31]([S:7]([C:2]4[CH:1]=[CH:6][C:5]([CH3:54])=[CH:4][CH:3]=4)(=[O:8])=[O:9])[CH2:30]3)[CH:25]=[CH:26][C:21]=2[O:20][CH2:19][CH2:18]1. Reactant: [C:1]1(C)[C:2]([S:7](Cl)(=[O:9])=[O:8])=[CH:3][CH:4]=[CH:5][CH:6]=1.[CH3:12][O:13][CH2:14][CH2:15][CH2:16][N:17]1[C:22]2[CH:23]=[C:24]([CH2:27][O:28][C@@H:29]3[C@@H:34]([C:35]4[CH:40]=[CH:39][C:38]([CH2:41][OH:42])=[CH:37][CH:36]=4)[C@H:33]([O:43][Si:44]([CH:51]([CH3:53])[CH3:52])([CH:48]([CH3:50])[CH3:49])[CH:45]([CH3:47])[CH3:46])[CH2:32][NH:31][CH2:30]3)[CH:25]=[CH:26][C:21]=2[O:20][CH2:19][CH2:18]1.[C:54](OCC)(=O)C. The catalyst class is: 813. (3) Reactant: Cl[C:2]1[N:7]=[C:6]([N:8]([CH3:15])[S:9]([N:12]([CH3:14])[CH3:13])(=[O:11])=[O:10])[CH:5]=[C:4]([NH:16][C:17]2[CH:21]=[C:20]([CH3:22])[NH:19][N:18]=2)[N:3]=1.ClC1C(NC2C=C(OC)NN=2)=NC([NH:30][C@H:31]([C:33]2[N:38]=[CH:37][C:36]([F:39])=[CH:35][N:34]=2)[CH3:32])=NC=1.CCN(C(C)C)C(C)C. Product: [F:39][C:36]1[CH:35]=[N:34][C:33]([C@@H:31]([NH:30][C:2]2[N:7]=[C:6]([N:8]([CH3:15])[S:9]([N:12]([CH3:14])[CH3:13])(=[O:11])=[O:10])[CH:5]=[C:4]([NH:16][C:17]3[CH:21]=[C:20]([CH3:22])[NH:19][N:18]=3)[N:3]=2)[CH3:32])=[N:38][CH:37]=1. The catalyst class is: 114. (4) Reactant: [CH2:1]([C:4]1[CH:9]=[C:8]([Br:10])[CH:7]=[C:6]([O:11][CH3:12])[C:5]=1[OH:13])[CH:2]=[CH2:3].N1C=CN=C1.Cl[Si:20]([CH:27]([CH3:29])[CH3:28])([CH:24]([CH3:26])[CH3:25])[CH:21]([CH3:23])[CH3:22].Cl. Product: [CH2:1]([C:4]1[CH:9]=[C:8]([Br:10])[CH:7]=[C:6]([O:11][CH3:12])[C:5]=1[O:13][Si:20]([CH:27]([CH3:29])[CH3:28])([CH:24]([CH3:26])[CH3:25])[CH:21]([CH3:23])[CH3:22])[CH:2]=[CH2:3]. The catalyst class is: 39.